Predict the reaction yield, written as a fraction of the theoretical maximum amount of product (1.0 means a 100% yield; for example, 0.34 means a 34% yield). From a dataset of Reaction yield outcomes from USPTO patents with 853,638 reactions. (1) The reactants are [Cl:27][C:20]1[C:21]2[C:26](=[CH:25][CH:24]=[CH:23][CH:22]=2)[C:17]([C:15](O[C:15]([C:17]2[C:26]3[C:21](=[CH:22][CH:23]=[CH:24][CH:25]=3)[C:20]([Cl:27])=[CH:19][CH:18]=2)=[O:16])=[O:16])=[CH:18][CH:19]=1.[CH:28]([C:31]1[CH:37]=[CH:36][CH:35]=[C:34]([CH:38]([CH3:40])[CH3:39])[C:32]=1[NH2:33])([CH3:30])[CH3:29].O.C[C:43](O)=[O:44]. No catalyst specified. The product is [Cl:27][C:20]1[CH:19]=[CH:18][C:17]2[C:15](=[O:16])[N:33]([C:32]3[C:31]([CH:28]([CH3:30])[CH3:29])=[CH:37][CH:36]=[CH:35][C:34]=3[CH:38]([CH3:40])[CH3:39])[C:43](=[O:44])[C:25]3[C:26]=2[C:21]=1[CH:22]=[CH:23][CH:24]=3. The yield is 0.440. (2) The reactants are [N:1]12[CH2:8][CH2:7][C:4]([C:9]([C:17]3[CH:22]=[CH:21][CH:20]=[CH:19][CH:18]=3)([C:11]3[CH:16]=[CH:15][CH:14]=[CH:13][CH:12]=3)[OH:10])([CH2:5][CH2:6]1)[CH2:3][CH2:2]2.[C:23]1([CH2:29][O:30][CH2:31][CH2:32][CH2:33][Br:34])[CH:28]=[CH:27][CH:26]=[CH:25][CH:24]=1. The catalyst is CC#N. The product is [Br-:34].[OH:10][C:9]([C:17]1[CH:22]=[CH:21][CH:20]=[CH:19][CH:18]=1)([C:11]1[CH:12]=[CH:13][CH:14]=[CH:15][CH:16]=1)[C:4]12[CH2:5][CH2:6][N+:1]([CH2:33][CH2:32][CH2:31][O:30][CH2:29][C:23]3[CH:28]=[CH:27][CH:26]=[CH:25][CH:24]=3)([CH2:2][CH2:3]1)[CH2:8][CH2:7]2. The yield is 0.552. (3) The reactants are [C:1]([C:3]1[C:8]([CH2:9][CH2:10][C:11]([O:13][C:14]([CH3:17])([CH3:16])[CH3:15])=[O:12])=[CH:7][CH:6]=[C:5]([C:18]#[N:19])[N:4]=1)#[N:2].[C:20](OC)(=[O:28])[C:21]1[C:22](=[CH:24][CH:25]=[CH:26][CH:27]=1)[SH:23].C(N(CC)CC)C. The catalyst is C1(C)C=CC=CC=1. The product is [C:1]([C:3]1[C:8]([CH2:9][CH2:10][C:11]([O:13][C:14]([CH3:16])([CH3:15])[CH3:17])=[O:12])=[CH:7][CH:6]=[C:5]([C:18]2[S:23][C:22]3[CH:24]=[CH:25][CH:26]=[CH:27][C:21]=3[C:20](=[O:28])[N:19]=2)[N:4]=1)#[N:2]. The yield is 0.250. (4) The reactants are [C:1]([NH:5][S:6]([C:9]1[CH:14]=[CH:13][CH:12]=[C:11]([C:15]2[N:23]3[C:18]([CH:19]=[N:20][C:21](O)=[N:22]3)=[CH:17][CH:16]=2)[CH:10]=1)(=[O:8])=[O:7])([CH3:4])([CH3:3])[CH3:2].C(N(CC)C(C)C)(C)C.[N-](S(C(F)(F)F)(=O)=O)S(C(F)(F)F)(=O)=O.[CH3:49][O:50][C:51]1[CH:56]=[C:55]([CH:57]2[CH2:62][CH2:61][N:60]([CH3:63])[CH2:59][CH2:58]2)[CH:54]=[CH:53][C:52]=1[NH2:64]. The catalyst is CN(C=O)C. The product is [C:1]([NH:5][S:6]([C:9]1[CH:14]=[CH:13][CH:12]=[C:11]([C:15]2[N:23]3[C:18]([CH:19]=[N:20][C:21]([NH:64][C:52]4[CH:53]=[CH:54][C:55]([CH:57]5[CH2:58][CH2:59][N:60]([CH3:63])[CH2:61][CH2:62]5)=[CH:56][C:51]=4[O:50][CH3:49])=[N:22]3)=[CH:17][CH:16]=2)[CH:10]=1)(=[O:8])=[O:7])([CH3:3])([CH3:2])[CH3:4]. The yield is 0.110.